This data is from TCR-epitope binding with 47,182 pairs between 192 epitopes and 23,139 TCRs. The task is: Binary Classification. Given a T-cell receptor sequence (or CDR3 region) and an epitope sequence, predict whether binding occurs between them. (1) The epitope is EEHVQIHTI. The TCR CDR3 sequence is CASKGVNAYNEQFF. Result: 1 (the TCR binds to the epitope). (2) The epitope is ALLADKFPV. The TCR CDR3 sequence is CASSQDLGGSNQPQHF. Result: 0 (the TCR does not bind to the epitope). (3) The epitope is KPLEFGATSAAL. The TCR CDR3 sequence is CASSLEVWGSYNEQFF. Result: 1 (the TCR binds to the epitope). (4) The epitope is HLVDFQVTI. The TCR CDR3 sequence is CASSDGGIYGYTF. Result: 0 (the TCR does not bind to the epitope). (5) The epitope is AYILFTRFFYV. The TCR CDR3 sequence is CASRLAGGRDEQFF. Result: 1 (the TCR binds to the epitope). (6) The epitope is GTITSGWTF. The TCR CDR3 sequence is CASSLLGGHPTQYF. Result: 0 (the TCR does not bind to the epitope).